This data is from Full USPTO retrosynthesis dataset with 1.9M reactions from patents (1976-2016). The task is: Predict the reactants needed to synthesize the given product. (1) Given the product [Cl:28][C:18]1[CH:17]=[C:16]([C:14]([C:4]2[CH:5]=[CH:6][C:7]([CH2:8][N:9]3[CH2:10][CH2:11][CH2:12][CH2:13]3)=[C:2]([Cl:1])[CH:3]=2)([C:30]2[CH:35]=[CH:34][CH:33]=[CH:32][CH:31]=2)[OH:15])[CH:21]=[CH:20][C:19]=1[CH2:22][N:23]1[CH2:27][CH2:26][CH2:25][CH2:24]1, predict the reactants needed to synthesize it. The reactants are: [Cl:1][C:2]1[CH:3]=[C:4]([C:14]([C:16]2[CH:21]=[CH:20][C:19]([CH2:22][N:23]3[CH2:27][CH2:26][CH2:25][CH2:24]3)=[C:18]([Cl:28])[CH:17]=2)=[O:15])[CH:5]=[CH:6][C:7]=1[CH2:8][N:9]1[CH2:13][CH2:12][CH2:11][CH2:10]1.Br[C:30]1[CH:35]=[CH:34][CH:33]=[CH:32][CH:31]=1.[Mg].ClC1C=C(C(C2C=CC(C)=CC=2)=O)C=CC=1. (2) Given the product [C:2]([Cl:1])(=[O:4])[O:29][CH2:19][CH2:20][CH2:21][CH2:31][CH2:32][CH2:33][CH2:34][CH2:35][CH2:30][CH3:36], predict the reactants needed to synthesize it. The reactants are: [Cl:1][C:2](Cl)([O:4]C(=O)OC(Cl)(Cl)Cl)Cl.N1C=CC=CC=1.[C:19]12([OH:29])CC3CC(C[CH:21](C3)[CH2:20]1)C2.[C:30]1([CH3:36])[CH:35]=[CH:34][CH:33]=[CH:32][CH:31]=1. (3) The reactants are: [C:1]([CH2:3][CH2:4][CH2:5][CH2:6][CH2:7][CH2:8][N:9]1[C@@H:13]([C:14](OC)=[O:15])[CH2:12][O:11][C:10]1=[O:18])#[N:2].[BH4-].[Na+]. Given the product [OH:15][CH2:14][C@H:13]1[CH2:12][O:11][C:10](=[O:18])[N:9]1[CH2:8][CH2:7][CH2:6][CH2:5][CH2:4][CH2:3][C:1]#[N:2], predict the reactants needed to synthesize it. (4) Given the product [Br:4][CH2:5][C:6]1[CH:14]=[CH:13][C:9]([CH2:10][OH:11])=[CH:8][CH:7]=1, predict the reactants needed to synthesize it. The reactants are: S(C)C.[Br:4][CH2:5][C:6]1[CH:14]=[CH:13][C:9]([C:10](O)=[O:11])=[CH:8][CH:7]=1.CO. (5) Given the product [N:10]1[CH:15]=[CH:22][CH:21]=[C:20]([C:40]([O:41][CH2:46][Cl:45])=[O:43])[CH:19]=1, predict the reactants needed to synthesize it. The reactants are: S([O-])([O-])(=O)=O.C([N+:10]([CH2:19][CH2:20][CH2:21][CH3:22])([CH2:15]CCC)CCCC)CCC.[CH2:19]([N+:10](CCCC)(CCCC)[CH2:15]CCC)[CH2:20][CH2:21][CH3:22].[C:40](=[O:43])(O)[O-:41].[Na+].[Cl:45][CH2:46]Cl.